Dataset: Forward reaction prediction with 1.9M reactions from USPTO patents (1976-2016). Task: Predict the product of the given reaction. (1) Given the reactants Cl[C:2]1[N:3]=[C:4]([S:13][CH3:14])[N:5]=[N:6][C:7]=1[C:8]([O:10]CC)=O.[NH2:15][C:16]1[CH:25]=[CH:24][C:19]([C:20]([O:22][CH3:23])=[O:21])=[CH:18][CH:17]=1.C([N:29](C(C)C)CC)(C)C.N, predict the reaction product. The product is: [C:8]([C:7]1[N:6]=[N:5][C:4]([S:13][CH3:14])=[N:3][C:2]=1[NH:15][C:16]1[CH:17]=[CH:18][C:19]([C:20]([O:22][CH3:23])=[O:21])=[CH:24][CH:25]=1)(=[O:10])[NH2:29]. (2) Given the reactants C([N:14]1[CH2:17][CH:16]([C:18]([C:20]2[CH:25]=[CH:24][C:23]([Cl:26])=[CH:22][CH:21]=2)=[O:19])[CH2:15]1)(C1C=CC=CC=1)C1C=CC=CC=1.ClC(OC(Cl)=O)C, predict the reaction product. The product is: [ClH:26].[NH:14]1[CH2:17][CH:16]([C:18]([C:20]2[CH:25]=[CH:24][C:23]([Cl:26])=[CH:22][CH:21]=2)=[O:19])[CH2:15]1.